Dataset: Forward reaction prediction with 1.9M reactions from USPTO patents (1976-2016). Task: Predict the product of the given reaction. (1) Given the reactants [C:1]([O:7][CH3:8])(=[O:6])[CH2:2][C:3]([CH3:5])=[O:4].[H-].[Na+].F[C:12]1[CH:20]=[CH:19][CH:18]=[CH:17][C:13]=1[C:14](Cl)=[O:15].O, predict the reaction product. The product is: [CH3:5][C:3]1[O:4][C:12]2[C:13]([C:14](=[O:15])[C:2]=1[C:1]([O:7][CH3:8])=[O:6])=[CH:17][CH:18]=[CH:19][CH:20]=2. (2) Given the reactants [CH:1]1([OH:6])[CH2:5][CH:4]=[CH:3][CH2:2]1.[CH3:7][S:8](Cl)(=[O:10])=[O:9].C([O-])(O)=O.[Na+], predict the reaction product. The product is: [CH:1]1([O:6][S:8]([CH3:7])(=[O:10])=[O:9])[CH2:5][CH:4]=[CH:3][CH2:2]1. (3) Given the reactants [NH2:1][C:2]1[CH:7]=[CH:6][C:5]([Br:8])=[CH:4][C:3]=1[NH:9][CH2:10][C:11]1([C:14]([O:16]CC)=O)[CH2:13][CH2:12]1, predict the reaction product. The product is: [Br:8][C:5]1[CH:6]=[CH:7][C:2]2[NH:1][C:14](=[O:16])[C:11]3([CH2:10][NH:9][C:3]=2[CH:4]=1)[CH2:13][CH2:12]3. (4) Given the reactants [CH2:1]([NH:8][CH:9]1[CH2:15][CH2:14][CH2:13][C:12]2[CH:16]=[C:17]([OH:20])[CH:18]=[CH:19][C:11]=2[CH2:10]1)[C:2]1[CH:7]=[CH:6][CH:5]=[CH:4][CH:3]=1.[C:21](O[C:21]([O:23][C:24]([CH3:27])([CH3:26])[CH3:25])=[O:22])([O:23][C:24]([CH3:27])([CH3:26])[CH3:25])=[O:22], predict the reaction product. The product is: [CH2:1]([N:8]([C:21]([O:23][C:24]([CH3:27])([CH3:26])[CH3:25])=[O:22])[CH:9]1[CH2:15][CH2:14][CH2:13][C:12]2[CH:16]=[C:17]([OH:20])[CH:18]=[CH:19][C:11]=2[CH2:10]1)[C:2]1[CH:3]=[CH:4][CH:5]=[CH:6][CH:7]=1. (5) Given the reactants [CH3:1][C:2]([C:4]1[CH:9]=[CH:8][C:7]([C:10]([CH3:13])([CH3:12])[CH3:11])=[CH:6][CH:5]=1)=[O:3].Cl.[CH3:15][NH:16][CH3:17].[CH2:18]=O.Cl, predict the reaction product. The product is: [C:10]([C:7]1[CH:8]=[CH:9][C:4]([C:2](=[O:3])[CH2:1][CH2:15][N:16]([CH3:18])[CH3:17])=[CH:5][CH:6]=1)([CH3:13])([CH3:12])[CH3:11]. (6) The product is: [F:12][C:11]1[C:2]([F:1])=[C:3]2[C:4]([CH:16]=[CH:15][CH:14]([CH:17]3[CH2:18][CH2:19][CH:20]([CH2:23][CH2:24][CH3:25])[CH2:21][CH2:22]3)[O:13]2)=[C:5]2[CH2:6][CH2:7][CH2:8][O:9][C:10]=12. Given the reactants [F:1][C:2]1[C:11]([F:12])=[C:10]2[C:5]([CH2:6][CH2:7][CH2:8][O:9]2)=[CH:4][C:3]=1[O:13][CH:14]([CH:17]1[CH2:22][CH2:21][CH:20]([CH2:23][CH2:24][CH3:25])[CH2:19][CH2:18]1)[C:15]#[CH:16].[F-].[K+].O.Cl, predict the reaction product. (7) The product is: [Cl:1][C:2]1[S:6][C:5]([S:7]([NH:10][C:11]2[C:19]3[C:14](=[CH:15][CH:16]=[CH:17][C:18]=3[O:20][CH3:21])[N:13]([CH2:22][C:23]3[CH:24]=[CH:25][C:26]([O:29][CH2:30][CH2:31][N:32]([CH3:33])[CH3:34])=[CH:27][CH:28]=3)[N:12]=2)(=[O:8])=[O:9])=[CH:4][CH:3]=1. Given the reactants [Cl:1][C:2]1[S:6][C:5]([S:7]([N:10](S(C2SC(Cl)=CC=2)(=O)=O)[C:11]2[C:19]3[C:14](=[CH:15][CH:16]=[CH:17][C:18]=3[O:20][CH3:21])[N:13]([CH2:22][C:23]3[CH:28]=[CH:27][C:26]([O:29][CH2:30][CH2:31][N:32]([CH3:34])[CH3:33])=[CH:25][CH:24]=3)[N:12]=2)(=[O:9])=[O:8])=[CH:4][CH:3]=1.[OH-].[Na+], predict the reaction product.